From a dataset of Reaction yield outcomes from USPTO patents with 853,638 reactions. Predict the reaction yield, written as a fraction of the theoretical maximum amount of product (1.0 means a 100% yield; for example, 0.34 means a 34% yield). The reactants are C([O:5][C:6](=[O:34])[CH:7]([NH:17][C:18]([NH:20][CH:21]([C:27]1[CH:32]=[CH:31][CH:30]=[C:29]([I:33])[CH:28]=1)[CH2:22][C:23]([O:25]C)=[O:24])=[O:19])[CH2:8][CH2:9][C:10]([O:12]C(C)(C)C)=[O:11])(C)(C)C.[Li+].[OH-].C(Cl)Cl.C(O)(C(F)(F)F)=O. The catalyst is CO.O. The product is [C:23]([CH2:22][C@H:21]([NH:20][C:18](=[O:19])[NH:17][C@@H:7]([CH2:8][CH2:9][C:10]([OH:12])=[O:11])[C:6]([OH:34])=[O:5])[C:27]1[CH:32]=[CH:31][CH:30]=[C:29]([I:33])[CH:28]=1)([OH:25])=[O:24]. The yield is 0.100.